This data is from Full USPTO retrosynthesis dataset with 1.9M reactions from patents (1976-2016). The task is: Predict the reactants needed to synthesize the given product. Given the product [Cl:25][C:24]1[C:14]([N:11]2[CH2:10][CH2:9][CH:8]([C:6]([OH:7])=[O:5])[CH2:13][CH2:12]2)=[N:15][C:16]([S:26][CH3:27])=[C:17]([C:18]([O:20][CH2:21][CH3:22])=[O:19])[CH:23]=1, predict the reactants needed to synthesize it. The reactants are: C([O:5][C:6]([CH:8]1[CH2:13][CH2:12][N:11]([C:14]2[C:24]([Cl:25])=[CH:23][C:17]([C:18]([O:20][CH2:21][CH3:22])=[O:19])=[C:16]([S:26][CH3:27])[N:15]=2)[CH2:10][CH2:9]1)=[O:7])(C)(C)C.